Predict the reactants needed to synthesize the given product. From a dataset of Full USPTO retrosynthesis dataset with 1.9M reactions from patents (1976-2016). (1) Given the product [OH:1][C:2]1[CH:7]=[CH:6][C:5]([C:8]([F:10])([F:11])[F:9])=[CH:4][C:3]=1[C:12]1[CH:16]=[C:15]([C:45]2[CH:44]=[CH:43][C:42]3[C:47](=[CH:48][CH:49]=[C:40]([O:39][CH3:38])[CH:41]=3)[CH:46]=2)[N:14]([C@H:25]([C:27]2[CH:28]=[CH:29][C:30]([C:31]([O:33][CH2:34][CH3:35])=[O:32])=[CH:36][CH:37]=2)[CH3:26])[N:13]=1, predict the reactants needed to synthesize it. The reactants are: [OH:1][C:2]1[CH:7]=[CH:6][C:5]([C:8]([F:11])([F:10])[F:9])=[CH:4][C:3]=1[C:12]1[CH:16]=[C:15](OS(C(F)(F)F)(=O)=O)[N:14]([C@H:25]([C:27]2[CH:37]=[CH:36][C:30]([C:31]([O:33][CH2:34][CH3:35])=[O:32])=[CH:29][CH:28]=2)[CH3:26])[N:13]=1.[CH3:38][O:39][C:40]1[CH:41]=[C:42]2[C:47](=[CH:48][CH:49]=1)[CH:46]=[C:45](B(O)O)[CH:44]=[CH:43]2.C(N(CC)CC)C. (2) Given the product [CH:14]1([NH:17][CH:2]2[CH2:6][CH2:5][N:4]([C:7]([O:9][C:10]([CH3:13])([CH3:12])[CH3:11])=[O:8])[CH2:3]2)[CH2:16][CH2:15]1, predict the reactants needed to synthesize it. The reactants are: O=[C:2]1[CH2:6][CH2:5][N:4]([C:7]([O:9][C:10]([CH3:13])([CH3:12])[CH3:11])=[O:8])[CH2:3]1.[CH:14]1([NH2:17])[CH2:16][CH2:15]1.C(O[BH-](OC(=O)C)OC(=O)C)(=O)C.[Na+]. (3) Given the product [C:26]([O:29][C:30]1([C:33]2[CH:38]=[CH:37][CH:36]=[C:35]([CH2:39][N:21]3[CH:22]=[C:17]([C:15]4[O:14][N:13]=[C:12]([C:9]5[CH:10]=[CH:11][C:6]([O:5][C:4]([F:3])([F:24])[F:25])=[CH:7][CH:8]=5)[N:16]=4)[CH:18]=[CH:19][C:20]3=[O:23])[CH:34]=2)[CH2:32][CH2:31]1)(=[O:28])[CH3:27], predict the reactants needed to synthesize it. The reactants are: [H-].[Na+].[F:3][C:4]([F:25])([F:24])[O:5][C:6]1[CH:11]=[CH:10][C:9]([C:12]2[N:16]=[C:15]([C:17]3[CH:18]=[CH:19][C:20](=[O:23])[NH:21][CH:22]=3)[O:14][N:13]=2)=[CH:8][CH:7]=1.[C:26]([O:29][C:30]1([C:33]2[CH:38]=[CH:37][CH:36]=[C:35]([CH2:39]OS(C)(=O)=O)[CH:34]=2)[CH2:32][CH2:31]1)(=[O:28])[CH3:27].O. (4) Given the product [CH3:48][O:47][C:45]([C:42]1[CH:43]=[CH:44][C:39]([N:37]2[CH:38]=[C:34]([C:21]3[C:20]4[C:24](=[CH:25][CH:26]=[C:18]([CH2:17][N:13]5[C:12](=[O:15])[CH:11]=[CH:10][C:9]([C:6]6[CH:7]=[CH:8][N:3]=[CH:4][CH:5]=6)=[N:14]5)[CH:19]=4)[N:23]([C:27]([O:29][C:30]([CH3:33])([CH3:32])[CH3:31])=[O:28])[N:22]=3)[N:35]=[N:36]2)=[CH:40][CH:41]=1)=[O:46], predict the reactants needed to synthesize it. The reactants are: [H-].[Na+].[N:3]1[CH:8]=[CH:7][C:6]([C:9]2[CH:10]=[CH:11][C:12](=[O:15])[NH:13][N:14]=2)=[CH:5][CH:4]=1.Br[CH2:17][C:18]1[CH:19]=[C:20]2[C:24](=[CH:25][CH:26]=1)[N:23]([C:27]([O:29][C:30]([CH3:33])([CH3:32])[CH3:31])=[O:28])[N:22]=[C:21]2[C:34]1[N:35]=[N:36][N:37]([C:39]2[CH:44]=[CH:43][C:42]([C:45]([O:47][CH3:48])=[O:46])=[CH:41][CH:40]=2)[CH:38]=1.C([O-])(O)=O.[Na+]. (5) Given the product [NH2:11][C:9]1[N:8]=[CH:7][N:6]=[C:5]2[N:4]([C@@H:21]3[CH2:22][CH2:17][CH2:18][N:19]([C:23]([O:25][C:26]([CH3:29])([CH3:28])[CH3:27])=[O:24])[CH2:20]3)[N:3]=[C:2]([I:1])[C:10]=12, predict the reactants needed to synthesize it. The reactants are: [I:1][C:2]1[C:10]2[C:5](=[N:6][CH:7]=[N:8][C:9]=2[NH2:11])[NH:4][N:3]=1.CS(O[C@H:17]1[CH2:22][CH2:21][CH2:20][N:19]([C:23]([O:25][C:26]([CH3:29])([CH3:28])[CH3:27])=[O:24])[CH2:18]1)(=O)=O.C(=O)([O-])[O-].[K+].[K+].O.